From a dataset of Forward reaction prediction with 1.9M reactions from USPTO patents (1976-2016). Predict the product of the given reaction. (1) Given the reactants [CH2:1]([N:8]1[C:12](=[O:13])[C:11](=[C:14]2[N:18]([CH3:19])[C:17]([C:20]3[CH:25]=[CH:24][CH:23]=[CH:22][CH:21]=3)=[C:16]([CH3:26])[S:15]2)[S:10][C:9]1=S)[C:2]1[CH:7]=[CH:6][CH:5]=[CH:4][CH:3]=1.C1(C)C=CC(S(OC)(=O)=O)=CC=1.[NH2:40][C:41]1[CH:42]=[C:43]([NH:50][C:51](=[O:55])[CH2:52][O:53][CH3:54])[CH:44]=[CH:45][C:46]=1[NH:47][CH2:48][CH3:49], predict the reaction product. The product is: [CH2:1]([N:8]1[C:12](=[O:13])[C:11](=[C:14]2[N:18]([CH3:19])[C:17]([C:20]3[CH:25]=[CH:24][CH:23]=[CH:22][CH:21]=3)=[C:16]([CH3:26])[S:15]2)[S:10][C:9]1=[N:40][C:41]1[CH:42]=[C:43]([NH:50][C:51](=[O:55])[CH2:52][O:53][CH3:54])[CH:44]=[CH:45][C:46]=1[NH:47][CH2:48][CH3:49])[C:2]1[CH:3]=[CH:4][CH:5]=[CH:6][CH:7]=1. (2) Given the reactants [CH:1]([NH:3][CH2:4][CH2:5][C:6]1[CH:11]=[CH:10][CH:9]=[CH:8][C:7]=1Br)=[O:2].C([O-])([O-])=O.[K+].[K+].CN[C@@H]1CCCC[C@H]1NC, predict the reaction product. The product is: [CH:1]([N:3]1[C:11]2[C:6](=[CH:7][CH:8]=[CH:9][CH:10]=2)[CH2:5][CH2:4]1)=[O:2].